Dataset: Forward reaction prediction with 1.9M reactions from USPTO patents (1976-2016). Task: Predict the product of the given reaction. (1) Given the reactants [Cl:1][C:2]1[CH:3]=[C:4]([C:9]2(O)[CH2:14][CH2:13][N:12](C(OC(C)(C)C)=O)[CH2:11][CH2:10]2)[CH:5]=[C:6]([F:8])[CH:7]=1, predict the reaction product. The product is: [Cl:1][C:2]1[CH:3]=[C:4]([C:9]2[CH2:14][CH2:13][NH:12][CH2:11][CH:10]=2)[CH:5]=[C:6]([F:8])[CH:7]=1. (2) The product is: [OH:47][C:26]1([CH3:25])[CH2:31][CH2:30][N:29]([C:32]2[CH:37]=[CH:36][C:35]([C:2]3[C:10]4[C:5](=[CH:6][CH:7]=[C:8]([NH:11][C:12](=[O:24])[CH:13]([N:19]5[CH2:23][CH2:22][CH2:21][CH2:20]5)[C:14]5[CH:18]=[CH:17][S:16][CH:15]=5)[CH:9]=4)[NH:4][N:3]=3)=[CH:34][CH:33]=2)[CH2:28][CH2:27]1. Given the reactants I[C:2]1[C:10]2[C:5](=[CH:6][CH:7]=[C:8]([NH:11][C:12](=[O:24])[CH:13]([N:19]3[CH2:23][CH2:22][CH2:21][CH2:20]3)[C:14]3[CH:18]=[CH:17][S:16][CH:15]=3)[CH:9]=2)[NH:4][N:3]=1.[CH3:25][C:26]1([OH:47])[CH2:31][CH2:30][N:29]([C:32]2[CH:37]=[CH:36][C:35](B3OC(C)(C)C(C)(C)O3)=[CH:34][CH:33]=2)[CH2:28][CH2:27]1, predict the reaction product. (3) The product is: [F:1][C:2]1[C:10]([F:11])=[CH:9][C:8]([F:12])=[C:7]([F:13])[C:3]=1[C:4]([N:20]=[N+:21]=[N-:22])=[O:5]. Given the reactants [F:1][C:2]1[C:10]([F:11])=[CH:9][C:8]([F:12])=[C:7]([F:13])[C:3]=1[C:4](O)=[O:5].P(Cl)(Cl)(Cl)(Cl)Cl.[N-:20]=[N+:21]=[N-:22].[Na+], predict the reaction product. (4) Given the reactants Cl.[Cl:2][C:3]1[CH:4]=[C:5]2[C:9](=[CH:10][CH:11]=1)[NH:8][C:7]([C:12]([NH:14][C@H:15]1[CH2:20][CH2:19][CH2:18][CH2:17][C@H:16]1[NH:21][C:22]([C:24]1[S:25][C:26]3[CH2:27][NH:28][CH2:29][CH2:30][C:31]=3[N:32]=1)=[O:23])=[O:13])=[CH:6]2.C(N(CC)CC)C.[C:40](OC(=O)C)(=[O:42])[CH3:41], predict the reaction product. The product is: [C:40]([N:28]1[CH2:29][CH2:30][C:31]2[N:32]=[C:24]([C:22]([NH:21][C@@H:16]3[CH2:17][CH2:18][CH2:19][CH2:20][C@@H:15]3[NH:14][C:12]([C:7]3[NH:8][C:9]4[C:5]([CH:6]=3)=[CH:4][C:3]([Cl:2])=[CH:11][CH:10]=4)=[O:13])=[O:23])[S:25][C:26]=2[CH2:27]1)(=[O:42])[CH3:41]. (5) Given the reactants [ClH:1].[N:2]12[CH2:9][CH2:8][CH:5]([CH2:6][CH2:7]1)[C@@H:4]([NH:10][C:11]([C:13]1[O:14][C:15]3[C:21](Br)=[CH:20][CH:19]=[CH:18][C:16]=3[CH:17]=1)=[O:12])[CH2:3]2.[OH:23][CH2:24][C:25]1[CH:26]=[C:27](B(O)O)[CH:28]=[CH:29][CH:30]=1.C(=O)([O-])[O-].[Na+].[Na+], predict the reaction product. The product is: [ClH:1].[N:2]12[CH2:9][CH2:8][CH:5]([CH2:6][CH2:7]1)[C@@H:4]([NH:10][C:11]([C:13]1[O:14][C:15]3[C:21]([C:29]4[CH:28]=[CH:27][CH:26]=[C:25]([CH2:24][OH:23])[CH:30]=4)=[CH:20][CH:19]=[CH:18][C:16]=3[CH:17]=1)=[O:12])[CH2:3]2. (6) The product is: [Si:12]([O:19][C@H:20]([CH3:40])[CH2:21][N:22]([C:8]([C:7]1[C:6]([Cl:11])=[N:5][CH:4]=[N:3][C:2]=1[Cl:1])=[O:9])[C:23]1[CH:24]=[CH:25][C:26]([C@H:29]2[CH2:30][CH2:31][C@H:32]([CH2:35][C:36]([O:38][CH3:39])=[O:37])[CH2:33][CH2:34]2)=[CH:27][CH:28]=1)([C:15]([CH3:18])([CH3:17])[CH3:16])([CH3:13])[CH3:14]. Given the reactants [Cl:1][C:2]1[C:7]([C:8](Cl)=[O:9])=[C:6]([Cl:11])[N:5]=[CH:4][N:3]=1.[Si:12]([O:19][C@H:20]([CH3:40])[CH2:21][NH:22][C:23]1[CH:28]=[CH:27][C:26]([C@H:29]2[CH2:34][CH2:33][C@H:32]([CH2:35][C:36]([O:38][CH3:39])=[O:37])[CH2:31][CH2:30]2)=[CH:25][CH:24]=1)([C:15]([CH3:18])([CH3:17])[CH3:16])([CH3:14])[CH3:13].C(N(CC)CC)C, predict the reaction product. (7) Given the reactants [C:1]([O:5][C:6]([NH:8][C@H:9]1[C@H:13]([OH:14])[CH2:12][N:11](C(OCC2C=CC=CC=2)=O)[CH2:10]1)=[O:7])([CH3:4])([CH3:3])[CH3:2].C([O-])=O.[NH4+], predict the reaction product. The product is: [OH:14][C@@H:13]1[CH2:12][NH:11][CH2:10][C@H:9]1[NH:8][C:6](=[O:7])[O:5][C:1]([CH3:3])([CH3:2])[CH3:4].